Task: Predict the product of the given reaction.. Dataset: Forward reaction prediction with 1.9M reactions from USPTO patents (1976-2016) Given the reactants [Cl:1][C:2]1[CH:7]=[C:6]([O:8][C:9]2[C:18]3[C:13](=[CH:14][C:15]([OH:21])=[C:16]([C:19]#[N:20])[CH:17]=3)[N:12]=[CH:11][CH:10]=2)[CH:5]=[CH:4][C:3]=1[NH:22][C:23]([NH:25][CH3:26])=[O:24].CN(C)C=O.Br[CH2:33][CH:34]1[CH2:39][CH2:38][N:37]([C:40]([O:42][C:43]([CH3:46])([CH3:45])[CH3:44])=[O:41])[CH2:36][CH2:35]1.C(=O)([O-])[O-].[K+].[K+], predict the reaction product. The product is: [Cl:1][C:2]1[CH:7]=[C:6]([CH:5]=[CH:4][C:3]=1[NH:22][C:23]([NH:25][CH3:26])=[O:24])[O:8][C:9]1[C:18]2[C:13](=[CH:14][C:15]([O:21][CH2:33][CH:34]3[CH2:39][CH2:38][N:37]([C:40]([O:42][C:43]([CH3:44])([CH3:46])[CH3:45])=[O:41])[CH2:36][CH2:35]3)=[C:16]([C:19]#[N:20])[CH:17]=2)[N:12]=[CH:11][CH:10]=1.